This data is from Forward reaction prediction with 1.9M reactions from USPTO patents (1976-2016). The task is: Predict the product of the given reaction. Given the reactants [NH2:1][C:2]1[C:3]([C:14]([OH:16])=O)=[N:4][C:5]([O:12][CH3:13])=[C:6]([C:8]([F:11])([F:10])[F:9])[CH:7]=1.Cl.[NH2:18][CH2:19][C@:20]([CH3:26])([OH:25])[C:21]([F:24])([F:23])[F:22].CN(C(ON1N=NC2C=CC=NC1=2)=[N+](C)C)C.F[P-](F)(F)(F)(F)F.CCN(C(C)C)C(C)C, predict the reaction product. The product is: [F:22][C:21]([F:24])([F:23])[C@:20]([OH:25])([CH3:26])[CH2:19][NH:18][C:14]([C:3]1[C:2]([NH2:1])=[CH:7][C:6]([C:8]([F:9])([F:10])[F:11])=[C:5]([O:12][CH3:13])[N:4]=1)=[O:16].